The task is: Predict which catalyst facilitates the given reaction.. This data is from Catalyst prediction with 721,799 reactions and 888 catalyst types from USPTO. (1) The catalyst class is: 9. Product: [NH2:7][C:8]1[N:13]=[C:12]([S:14][CH2:15][C:16]2[CH:17]=[CH:18][CH:19]=[CH:20][CH:21]=2)[N:11]=[C:10]([C:22]2[C:23]([Cl:30])=[CH:24][C:25]([Cl:29])=[C:26]([CH:27]=2)[O:28][CH2:32][C:33]#[N:34])[N:9]=1. Reactant: C(=O)([O-])[O-].[Cs+].[Cs+].[NH2:7][C:8]1[N:13]=[C:12]([S:14][CH2:15][C:16]2[CH:21]=[CH:20][CH:19]=[CH:18][CH:17]=2)[N:11]=[C:10]([C:22]2[C:23]([Cl:30])=[CH:24][C:25]([Cl:29])=[C:26]([OH:28])[CH:27]=2)[N:9]=1.Br[CH2:32][C:33]#[N:34]. (2) Reactant: C1(P(C2C=CC=CC=2)C2C=CC=CC=2)C=CC=CC=1.[OH:20][C:21]1[CH:25]=[C:24]([N+:26]([O-:28])=[O:27])[S:23][C:22]=1[C:29]([O:31][CH3:32])=[O:30].[F:33][C:34]([F:45])([F:44])[C:35]1[CH:40]=[CH:39][CH:38]=[CH:37][C:36]=1[C@@H:41](O)[CH3:42].N(C(OC(C)(C)C)=O)=NC(OC(C)(C)C)=O. Product: [N+:26]([C:24]1[S:23][C:22]([C:29]([O:31][CH3:32])=[O:30])=[C:21]([O:20][C@@H:41]([C:36]2[CH:37]=[CH:38][CH:39]=[CH:40][C:35]=2[C:34]([F:33])([F:44])[F:45])[CH3:42])[CH:25]=1)([O-:28])=[O:27]. The catalyst class is: 2. (3) Reactant: Cl[C:2]1[N:7]=[C:6]([NH:8][C:9]2[CH:13]=[C:12]([CH2:14][CH2:15][C:16]3[CH:21]=[CH:20][CH:19]=[C:18]([O:22][CH2:23][CH:24]4[CH2:26][CH2:25]4)[CH:17]=3)[NH:11][N:10]=2)[CH:5]=[CH:4][N:3]=1.Cl.[NH2:28][CH2:29][C:30]1[O:34][N:33]=[C:32]([C:35]([NH2:37])=[O:36])[CH:31]=1.C(N(C(C)C)C(C)C)C. Product: [CH:24]1([CH2:23][O:22][C:18]2[CH:17]=[C:16]([CH2:15][CH2:14][C:12]3[NH:11][N:10]=[C:9]([NH:8][C:6]4[CH:5]=[CH:4][N:3]=[C:2]([NH:28][CH2:29][C:30]5[O:34][N:33]=[C:32]([C:35]([NH2:37])=[O:36])[CH:31]=5)[N:7]=4)[CH:13]=3)[CH:21]=[CH:20][CH:19]=2)[CH2:26][CH2:25]1. The catalyst class is: 141. (4) Reactant: [NH2:1][C:2]1[C:7]([Cl:8])=[CH:6][N:5]=[C:4]2[O:9][CH2:10][O:11][C:3]=12.[H-].[Na+].[C:14]([O:18][C:19]([N:21]1[CH2:26][CH2:25][CH:24]([CH2:27][O:28][C:29]2[CH:38]=[C:37]3[C:32]([C:33](Cl)=[N:34][CH:35]=[N:36]3)=[CH:31][C:30]=2[O:40][CH3:41])[CH2:23][CH2:22]1)=[O:20])([CH3:17])([CH3:16])[CH3:15]. Product: [C:14]([O:18][C:19]([N:21]1[CH2:26][CH2:25][CH:24]([CH2:27][O:28][C:29]2[CH:38]=[C:37]3[C:32]([C:33]([NH:1][C:2]4[C:7]([Cl:8])=[CH:6][N:5]=[C:4]5[O:9][CH2:10][O:11][C:3]=45)=[N:34][CH:35]=[N:36]3)=[CH:31][C:30]=2[O:40][CH3:41])[CH2:23][CH2:22]1)=[O:20])([CH3:17])([CH3:16])[CH3:15]. The catalyst class is: 3.